This data is from Blood-brain barrier permeability classification from the B3DB database. The task is: Regression/Classification. Given a drug SMILES string, predict its absorption, distribution, metabolism, or excretion properties. Task type varies by dataset: regression for continuous measurements (e.g., permeability, clearance, half-life) or binary classification for categorical outcomes (e.g., BBB penetration, CYP inhibition). Dataset: b3db_classification. (1) The compound is NC(=O)CN1C(=O)C(c2ccccc2)c2ccccc21. The result is 1 (penetrates BBB). (2) The molecule is O=C(CCCN1CCN(C(=O)OC2CCCCC2)CC1)c1ccc(F)cc1. The result is 1 (penetrates BBB).